Dataset: Catalyst prediction with 721,799 reactions and 888 catalyst types from USPTO. Task: Predict which catalyst facilitates the given reaction. (1) Reactant: Cl.N1CCCC[C:3]1=[O:8].CC[N:11]([CH2:14][CH3:15])[CH2:12][CH3:13].Cl[C:17]([O:19][CH2:20][CH3:21])=[O:18]. Product: [O:8]=[C:3]1[CH2:13][CH2:12][N:11]([C:17]([O:19][CH2:20][CH3:21])=[O:18])[CH2:14][CH2:15]1. The catalyst class is: 526. (2) Reactant: C(S[C:5]1[NH:6][C:7]([C:10]2[CH:15]=[CH:14][N:13]=[CH:12][CH:11]=2)=[N:8][N:9]=1)C#C. Product: [N:9]1[N:8]=[C:7]([C:10]2[CH:15]=[CH:14][N:13]=[CH:12][CH:11]=2)[NH:6][CH:5]=1. The catalyst class is: 171. (3) Reactant: [NH2:1][C:2]1[C:11]2[C:6](=[CH:7][C:8]([CH2:12][N:13]3[CH2:18][CH2:17][N:16]([CH2:19][C:20]#[CH:21])[CH2:15][C:14]3=[O:22])=[CH:9][CH:10]=2)[N:5]=[CH:4][N:3]=1.Br[C:24]1[CH:29]=[CH:28][CH:27]=[CH:26][C:25]=1[C:30]1[CH:35]=[CH:34][CH:33]=[CH:32][CH:31]=1.CCN(CC)CC. Product: [NH2:1][C:2]1[C:11]2[C:6](=[CH:7][C:8]([CH2:12][N:13]3[CH2:18][CH2:17][N:16]([CH2:19][C:20]#[C:21][C:35]4[CH:34]=[CH:33][CH:32]=[CH:31][C:30]=4[C:25]4[CH:24]=[CH:29][CH:28]=[CH:27][CH:26]=4)[CH2:15][C:14]3=[O:22])=[CH:9][CH:10]=2)[N:5]=[CH:4][N:3]=1. The catalyst class is: 122. (4) Reactant: [CH3:1][O:2][C:3](=[O:24])[CH2:4][CH2:5][CH2:6][CH2:7][CH2:8][CH2:9][CH2:10][CH:11]([OH:23])[CH:12]([OH:22])[CH2:13][CH:14]([OH:21])[CH2:15][CH2:16][CH2:17][CH2:18][CH2:19][CH3:20].[C:33](O[C:33](=O)[CH2:34][CH2:35][CH2:36][CH2:37][CH3:38])(=O)[CH2:34][CH2:35][CH2:36][CH2:37][CH3:38]. Product: [CH3:1][O:2][C:3](=[O:24])[CH2:4][CH2:5][CH2:6][CH2:7][CH2:8][CH2:9][CH2:10][CH:11]([O:23][CH2:38][CH2:37][CH2:36][CH2:35][CH2:34][CH3:33])[CH:12]([O:22][CH2:3][CH2:4][CH2:5][CH2:6][CH2:7][CH3:8])[CH2:13][CH:14]([O:21][CH2:9][CH2:10][CH2:11][CH2:12][CH2:13][CH3:14])[CH2:15][CH2:16][CH2:17][CH2:18][CH2:19][CH3:20]. The catalyst class is: 536. (5) Reactant: [CH3:1][N:2]([C:8]([O:10][C:11]([CH3:14])([CH3:13])[CH3:12])=[O:9])[O:3][CH2:4][CH:5]([OH:7])[CH3:6].[C:15]1(=[O:21])[O:20][C:18](=[O:19])[CH2:17][CH2:16]1.[Cl-].[NH4+]. Product: [CH3:14][C:11]([CH3:13])([O:10][C:8](=[O:9])[N:2]([CH3:1])[O:3][CH2:4][CH:5]([CH3:6])[O:7][C:15](=[O:21])[CH2:16][CH2:17][C:18]([OH:20])=[O:19])[CH3:12]. The catalyst class is: 154.